From a dataset of Hepatocyte clearance measurements from AstraZeneca. Regression/Classification. Given a drug SMILES string, predict its absorption, distribution, metabolism, or excretion properties. Task type varies by dataset: regression for continuous measurements (e.g., permeability, clearance, half-life) or binary classification for categorical outcomes (e.g., BBB penetration, CYP inhibition). For this dataset (clearance_hepatocyte_az), we predict log10(clearance) (log10 of the in vitro intrinsic clearance, CLint, in uL/min per 10^6 hepatocytes; values are censored to the assay range of 3 to 150, which is 0.477 to 2.18 on this log10 scale). The compound is O=C(O)Cc1ccccc1N1CCC(CN2CCC(Oc3ccc(Cl)c(Cl)c3)CC2)CC1. The log10(clearance) is 0.480.